This data is from Peptide-MHC class II binding affinity with 134,281 pairs from IEDB. The task is: Regression. Given a peptide amino acid sequence and an MHC pseudo amino acid sequence, predict their binding affinity value. This is MHC class II binding data. The peptide sequence is ILPIAEMSVVAMEFG. The MHC is HLA-DPA10301-DPB10402 with pseudo-sequence HLA-DPA10301-DPB10402. The binding affinity (normalized) is 0.581.